From a dataset of Forward reaction prediction with 1.9M reactions from USPTO patents (1976-2016). Predict the product of the given reaction. (1) Given the reactants CO[C:3]1[CH:8]=[CH:7][CH:6]=[CH:5][C:4]=1[S:9][CH2:10][CH2:11][CH2:12][N:13]([C@H:29]1[CH2:34][CH2:33][C@H:32]([CH3:35])[CH2:31][CH2:30]1)[C:14](=[O:28])[NH:15][C:16]1[S:17][C:18]([S:21][C:22](C)([CH3:26])C(O)=O)=[CH:19][N:20]=1.C1(S)C=CC=CC=1.C([O:45][C:46](=[O:56])CCSC1SC(N)=NC=1)C, predict the reaction product. The product is: [CH3:35][C@H:32]1[CH2:31][CH2:30][C@H:29]([N:13]([CH2:12][CH2:11][CH2:10][S:9][C:4]2[CH:3]=[CH:8][CH:7]=[CH:6][CH:5]=2)[C:14](=[O:28])[NH:15][C:16]2[S:17][C:18]([S:21][CH2:22][CH2:26][C:46]([OH:56])=[O:45])=[CH:19][N:20]=2)[CH2:34][CH2:33]1. (2) Given the reactants Cl.[CH3:2][NH:3][CH2:4][CH2:5][NH:6][C:7](=[O:34])[C:8]1[CH:13]=[CH:12][C:11](/[CH:14]=[CH:15]/[CH:16]([C:21]2[CH:26]=[C:25]([Cl:27])[C:24]([Cl:28])=[C:23]([Cl:29])[CH:22]=2)[C:17]([F:20])([F:19])[F:18])=[CH:10][C:9]=1[C:30]([F:33])([F:32])[F:31].C(=O)(O)[O-].[Na+], predict the reaction product. The product is: [CH3:2][NH:3][CH2:4][CH2:5][NH:6][C:7](=[O:34])[C:8]1[CH:13]=[CH:12][C:11](/[CH:14]=[CH:15]/[CH:16]([C:21]2[CH:22]=[C:23]([Cl:29])[C:24]([Cl:28])=[C:25]([Cl:27])[CH:26]=2)[C:17]([F:18])([F:19])[F:20])=[CH:10][C:9]=1[C:30]([F:31])([F:33])[F:32]. (3) Given the reactants [CH3:1][O:2][C:3](=[O:22])/[CH:4]=[CH:5]/[C:6]1[CH:7]=[C:8]2[C:18](=[CH:19][CH:20]=1)[O:17][C:11]1([CH2:16][CH2:15][NH:14][CH2:13][CH2:12]1)C[C:9]2=[O:21].[C:23]([O:27][C:28]([N:30]1[CH2:35][CH2:34][C:33]2([C:39](=[O:40])[C:38]3[CH:41]=[C:42](Br)[CH:43]=[CH:44][C:37]=3[O:36]2)[CH2:32][CH2:31]1)=[O:29])([CH3:26])([CH3:25])[CH3:24], predict the reaction product. The product is: [CH3:1][O:2][C:3](=[O:22])/[CH:4]=[CH:5]/[C:42]1[CH:43]=[CH:44][C:37]2[O:36][C:33]3([CH2:34][CH2:35][N:30]([C:28]([O:27][C:23]([CH3:26])([CH3:25])[CH3:24])=[O:29])[CH2:31][CH2:32]3)[C:39](=[O:40])[C:38]=2[CH:41]=1.[CH3:1][O:2][C:3](=[O:22])/[CH:4]=[CH:5]/[C:6]1[CH:20]=[CH:19][C:18]2[O:17][C:11]3([CH2:16][CH2:15][NH:14][CH2:13][CH2:12]3)[C:9](=[O:21])[C:8]=2[CH:7]=1.